Dataset: Catalyst prediction with 721,799 reactions and 888 catalyst types from USPTO. Task: Predict which catalyst facilitates the given reaction. (1) Reactant: C[O:2][C:3]([C:5]1[CH:6]=[C:7]([C:30]2[CH:35]=[CH:34][C:33]([F:36])=[CH:32][CH:31]=2)[CH:8]=[CH:9][C:10]=1[O:11][CH2:12][CH2:13][C:14]1[N:15]=[C:16]([S:19][C:20]([CH3:29])([CH3:28])[C:21]([O:23][C:24]([CH3:27])([CH3:26])[CH3:25])=[O:22])[S:17][CH:18]=1)=[O:4].[OH-].[Na+]. Product: [F:36][C:33]1[CH:34]=[CH:35][C:30]([C:7]2[CH:8]=[CH:9][C:10]([O:11][CH2:12][CH2:13][C:14]3[N:15]=[C:16]([S:19][C:20]([CH3:29])([CH3:28])[C:21]([O:23][C:24]([CH3:27])([CH3:25])[CH3:26])=[O:22])[S:17][CH:18]=3)=[C:5]([C:3]([OH:4])=[O:2])[CH:6]=2)=[CH:31][CH:32]=1. The catalyst class is: 111. (2) Reactant: [F:1][C:2]1([F:30])[CH2:10][C@@H:9]2[C@@H:5]([C@@H:6]([CH3:12])[O:7][C:8]2=[O:11])[C@@H:4](/[CH:13]=[CH:14]/[C:15]2[N:20]=[CH:19][C:18]([C:21]3[CH:28]=[CH:27][CH:26]=[CH:25][C:22]=3[C:23]#[N:24])=[CH:17][CH:16]=2)[C@@H:3]1[CH3:29].C[Si]([N-][Si](C)(C)C)(C)C.[Li+].Br[CH2:42][C:43]([O:45][C:46]([CH3:49])([CH3:48])[CH3:47])=[O:44]. Product: [C:23]([C:22]1[CH:25]=[CH:26][CH:27]=[CH:28][C:21]=1[C:18]1[CH:17]=[CH:16][C:15](/[CH:14]=[CH:13]/[C@@H:4]2[C@H:5]3[C@:9]([CH2:42][C:43]([O:45][C:46]([CH3:49])([CH3:48])[CH3:47])=[O:44])([C:8](=[O:11])[O:7][C@@H:6]3[CH3:12])[CH2:10][C:2]([F:1])([F:30])[C@H:3]2[CH3:29])=[N:20][CH:19]=1)#[N:24]. The catalyst class is: 1.